The task is: Predict the reactants needed to synthesize the given product.. This data is from Full USPTO retrosynthesis dataset with 1.9M reactions from patents (1976-2016). (1) Given the product [CH3:27][C:26]1[C:21]([O:20][C:18]2[CH:17]=[CH:16][N:15]=[C:14]([NH:6][C:7](=[O:13])[O:8][C:9]([CH3:11])([CH3:10])[CH3:12])[CH:19]=2)=[N:22][CH:23]=[C:24]([N+:28]([O-:30])=[O:29])[CH:25]=1, predict the reactants needed to synthesize it. The reactants are: C1(C([N:6]([C:14]2[CH:19]=[C:18]([O:20][C:21]3[C:26]([CH3:27])=[CH:25][C:24]([N+:28]([O-:30])=[O:29])=[CH:23][N:22]=3)[CH:17]=[CH:16][N:15]=2)[C:7](=[O:13])[O:8][C:9]([CH3:12])([CH3:11])[CH3:10])=O)CC1. (2) Given the product [C:48]1([CH2:54][CH:55]([OH:56])[CH2:2][C:1]([C:4]2([CH2:17][CH2:18][O:19][Si:20]([C:23]([CH3:26])([CH3:25])[CH3:24])([CH3:22])[CH3:21])[CH2:9][CH2:8][N:7]([C:10]([O:12][C:13]([CH3:15])([CH3:16])[CH3:14])=[O:11])[CH2:6][CH2:5]2)=[O:3])[CH:53]=[CH:52][CH:51]=[CH:50][CH:49]=1, predict the reactants needed to synthesize it. The reactants are: [C:1]([C:4]1([CH2:17][CH2:18][O:19][Si:20]([C:23]([CH3:26])([CH3:25])[CH3:24])([CH3:22])[CH3:21])[CH2:9][CH2:8][N:7]([C:10]([O:12][C:13]([CH3:16])([CH3:15])[CH3:14])=[O:11])[CH2:6][CH2:5]1)(=[O:3])[CH3:2].CN(P(N(C)C)(N(C)C)=O)C.[Li+].C[Si]([N-][Si](C)(C)C)(C)C.[C:48]1([CH2:54][CH:55]=[O:56])[CH:53]=[CH:52][CH:51]=[CH:50][CH:49]=1.[Cl-].[NH4+]. (3) Given the product [Cl:19][C:10]1[C:9]([C:13]2[CH:18]=[CH:17][CH:16]=[CH:15][N:14]=2)=[N:8][N:7]([C:1]2[CH:6]=[CH:5][CH:4]=[CH:3][CH:2]=2)[C:11]=1[NH2:12], predict the reactants needed to synthesize it. The reactants are: [C:1]1([N:7]2[C:11]([NH2:12])=[CH:10][C:9]([C:13]3[CH:18]=[CH:17][CH:16]=[CH:15][N:14]=3)=[N:8]2)[CH:6]=[CH:5][CH:4]=[CH:3][CH:2]=1.[Cl:19]N1C(=O)CCC1=O.CC1C=CC(S([O-])(=O)=O)=CC=1.[NH+]1C=CC=CC=1. (4) Given the product [ClH:3].[ClH:41].[ClH:3].[CH3:23][C:18]1[CH:19]=[CH:20][CH:21]=[CH:22][C:17]=1[CH2:16][N:7]([CH2:8][CH2:9][C:10]1[CH:11]=[N:12][CH:13]=[CH:14][CH:15]=1)[CH2:6][CH2:5][CH2:4][O:30][C:31]1[CH:32]=[C:33]2[C:38](=[CH:39][CH:40]=1)[N:37]=[CH:36][CH:35]=[CH:34]2, predict the reactants needed to synthesize it. The reactants are: [I-].[Na+].[Cl:3][CH2:4][CH2:5][CH2:6][N:7]([CH2:16][C:17]1[CH:22]=[CH:21][CH:20]=[CH:19][C:18]=1[CH3:23])[CH2:8][CH2:9][C:10]1[CH:11]=[N:12][CH:13]=[CH:14][CH:15]=1.C(=O)([O-])[O-].[K+].[K+].[OH:30][C:31]1[CH:32]=[C:33]2[C:38](=[CH:39][CH:40]=1)[N:37]=[CH:36][CH:35]=[CH:34]2.[ClH:41]. (5) Given the product [CH3:1][C@@:2]1([OH:21])[C@H:6]([OH:7])[C@@H:5]([CH2:8][OH:9])[O:4][C@H:3]1[N:10]1[C:14]2=[N:15][CH:16]=[N:17][C:18]([NH:19][O:20][CH3:23])=[C:13]2[CH:12]=[N:11]1, predict the reactants needed to synthesize it. The reactants are: [CH3:1][C@@:2]1([OH:21])[C@H:6]([OH:7])[C@@H:5]([CH2:8][OH:9])[O:4][C@H:3]1[N:10]1[C:14]2=[N:15][CH:16]=[N:17][C:18]([NH:19][OH:20])=[C:13]2[CH:12]=[N:11]1.O(N)[CH3:23]. (6) Given the product [CH2:1]=[CH:2][CH2:3][CH2:4][CH2:5][CH3:6].[CH2:1]=[CH:2][C:3]1[CH:8]=[CH:7][CH:6]=[CH:5][CH:4]=1, predict the reactants needed to synthesize it. The reactants are: [CH2:1]=[CH:2][C:3]1[CH:8]=[CH:7][CH:6]=[CH:5][CH:4]=1.C=CCCCC.CO.Cl. (7) Given the product [C:23]([C:21]1[CH:20]=[CH:19][C:7]([O:8][C:9]2[CH:10]=[CH:11][C:12]3[B:16]([OH:17])[O:15][CH2:14][C:13]=3[CH:18]=2)=[C:6]([CH:22]=1)[O:5][CH2:4][C:1]([N:48]([CH2:49][CH3:50])[CH2:46][CH3:47])=[O:2])#[N:24], predict the reactants needed to synthesize it. The reactants are: [C:1]([CH2:4][O:5][C:6]1[CH:22]=[C:21]([C:23]#[N:24])[CH:20]=[CH:19][C:7]=1[O:8][C:9]1[CH:10]=[CH:11][C:12]2[B:16]([OH:17])[O:15][CH2:14][C:13]=2[CH:18]=1)(O)=[O:2].CCN=C=NCCCN(C)C.C1C=CC2N(O)N=NC=2C=1.[CH2:46]([NH:48][CH2:49][CH3:50])[CH3:47].